From a dataset of Full USPTO retrosynthesis dataset with 1.9M reactions from patents (1976-2016). Predict the reactants needed to synthesize the given product. (1) The reactants are: C([O:8][N:9]1[C:14]2[N:15]=[CH:16][N:17]=[C:18]([CH3:19])[C:13]=2[C:12]([NH:20][CH2:21][C:22]2[CH:27]=[CH:26][C:25]([Cl:28])=[CH:24][CH:23]=2)=[CH:11][C:10]1=[O:29])C1C=CC=CC=1.CO.[H][H]. Given the product [Cl:28][C:25]1[CH:24]=[CH:23][C:22]([CH2:21][NH:20][C:12]2[C:13]3[C:18]([CH3:19])=[N:17][CH:16]=[N:15][C:14]=3[N:9]([OH:8])[C:10](=[O:29])[CH:11]=2)=[CH:27][CH:26]=1, predict the reactants needed to synthesize it. (2) The reactants are: [Cl:1][C:2]1[CH:7]=[CH:6][C:5]([Cl:8])=[CH:4][C:3]=1[OH:9].Cl[C:11]1[N:15]([CH3:16])[N:14]=[C:13]([CH3:17])[C:12]=1[CH:18]=[O:19].C(=O)([O-])[O-].[K+].[K+]. Given the product [Cl:1][C:2]1[CH:7]=[CH:6][C:5]([Cl:8])=[CH:4][C:3]=1[O:9][C:11]1[N:15]([CH3:16])[N:14]=[C:13]([CH3:17])[C:12]=1[CH:18]=[O:19], predict the reactants needed to synthesize it.